From a dataset of Forward reaction prediction with 1.9M reactions from USPTO patents (1976-2016). Predict the product of the given reaction. Given the reactants C([N+](CCCC)(CCCC)CCCC)CCC.[S:18]([O:22][N:23]1[C:29](=[O:30])[N:28]2[CH2:31][C@H:24]1[CH2:25][CH2:26][C@H:27]2[C:32]([NH:34][NH:35][C:36]([C@@H:38]1[CH2:43][CH2:42][CH2:41][N:40](C(OC(C)(C)C)=O)[CH2:39]1)=[O:37])=[O:33])([OH:21])(=[O:20])=[O:19].FC(F)(F)C(O)=O.[Na].C(OCC)(=O)CCCCC, predict the reaction product. The product is: [S:18]([O:22][N:23]1[C:29](=[O:30])[N:28]2[CH2:31][C@H:24]1[CH2:25][CH2:26][C@H:27]2[C:32]([NH:34][NH:35][C:36]([C@@H:38]1[CH2:43][CH2:42][CH2:41][NH:40][CH2:39]1)=[O:37])=[O:33])([OH:21])(=[O:19])=[O:20].